This data is from Full USPTO retrosynthesis dataset with 1.9M reactions from patents (1976-2016). The task is: Predict the reactants needed to synthesize the given product. The reactants are: [NH2:1][C@@H:2]([CH3:19])[CH2:3][N:4]1[CH:8]=[CH:7][C:6]([C:9]2[CH:16]=[CH:15][C:12]([C:13]#[N:14])=[C:11]([Cl:17])[C:10]=2[F:18])=[N:5]1.[N:20]1[CH:25]=[CH:24][CH:23]=[C:22]([C:26]2[N:30]=[C:29]([C:31](O)=[O:32])[O:28][N:27]=2)[CH:21]=1.C1C=CC2N(O)N=NC=2C=1.CCN(C(C)C)C(C)C.CCN=C=NCCCN(C)C. Given the product [Cl:17][C:11]1[C:10]([F:18])=[C:9]([C:6]2[CH:7]=[CH:8][N:4]([CH2:3][C@@H:2]([NH:1][C:31]([C:29]3[O:28][N:27]=[C:26]([C:22]4[CH:21]=[N:20][CH:25]=[CH:24][CH:23]=4)[N:30]=3)=[O:32])[CH3:19])[N:5]=2)[CH:16]=[CH:15][C:12]=1[C:13]#[N:14], predict the reactants needed to synthesize it.